From a dataset of Reaction yield outcomes from USPTO patents with 853,638 reactions. Predict the reaction yield, written as a fraction of the theoretical maximum amount of product (1.0 means a 100% yield; for example, 0.34 means a 34% yield). (1) The reactants are [Cl:1][C:2]1[CH:3]=[C:4]([CH:26]=[CH:27][CH:28]=1)[CH2:5][N:6]1[CH2:11][CH2:10][CH2:9][C@@H:8]([NH:12][C:13]2[N:14]=[CH:15][C:16](/[CH:19]=[CH:20]/[C:21]([O:23]CC)=[O:22])=[N:17][CH:18]=2)[CH2:7]1.[OH-].[Na+].Cl. The catalyst is CCO. The product is [Cl:1][C:2]1[CH:3]=[C:4]([CH:26]=[CH:27][CH:28]=1)[CH2:5][N:6]1[CH2:11][CH2:10][CH2:9][C@@H:8]([NH:12][C:13]2[N:14]=[CH:15][C:16](/[CH:19]=[CH:20]/[C:21]([OH:23])=[O:22])=[N:17][CH:18]=2)[CH2:7]1. The yield is 1.00. (2) The reactants are [NH2:1][C:2]1[CH:10]=[CH:9][C:8]([Cl:11])=[CH:7][C:3]=1[C:4]([OH:6])=[O:5].[N-:12]=[N+:13]=[N-:14].[Na+].[CH:16](OC)(OC)OC. The catalyst is C(O)(=O)C. The product is [Cl:11][C:8]1[CH:9]=[CH:10][C:2]([N:1]2[CH:16]=[N:14][N:13]=[N:12]2)=[C:3]([CH:7]=1)[C:4]([OH:6])=[O:5]. The yield is 1.00.